The task is: Predict which catalyst facilitates the given reaction.. This data is from Catalyst prediction with 721,799 reactions and 888 catalyst types from USPTO. (1) Reactant: [CH2:1]([S-:3])[CH3:2].[Na+].[Br:5][C:6]1[CH:11]=[CH:10][C:9](F)=[C:8]([Cl:13])[CH:7]=1.O. Product: [Br:5][C:6]1[CH:11]=[CH:10][C:9]([S:3][CH2:1][CH3:2])=[C:8]([Cl:13])[CH:7]=1. The catalyst class is: 9. (2) Reactant: Cl[C:2]1[N:7]=[C:6]([N:8]2[CH2:12][CH2:11][CH2:10][CH:9]2[C:13]2[O:17][N:16]=[C:15]([C:18]3[CH:23]=[CH:22][CH:21]=[CH:20][N:19]=3)[CH:14]=2)[N:5]=[C:4]([NH:24][C:25]2[CH:29]=[C:28]([CH3:30])[NH:27][N:26]=2)[CH:3]=1.[NH:31]1[CH2:35][CH2:34][CH2:33][CH2:32]1. Product: [N:31]1([C:2]2[N:7]=[C:6]([N:8]3[CH2:12][CH2:11][CH2:10][CH:9]3[C:13]3[O:17][N:16]=[C:15]([C:18]4[CH:23]=[CH:22][CH:21]=[CH:20][N:19]=4)[CH:14]=3)[N:5]=[C:4]([NH:24][C:25]3[CH:29]=[C:28]([CH3:30])[NH:27][N:26]=3)[CH:3]=2)[CH2:35][CH2:34][CH2:33][CH2:32]1. The catalyst class is: 12. (3) Reactant: [Br:1][C:2]1[CH:7]=[C:6]([CH3:8])[CH:5]=[C:4]([Br:9])[CH:3]=1.C([N-]C(C)C)(C)C.[Li+].[N+:18]([C:21]1[CH:28]=[CH:27][C:24]([CH2:25]Cl)=[CH:23][CH:22]=1)([O-:20])=[O:19].O. Product: [Br:1][C:2]1[CH:7]=[C:6]([CH3:8])[CH:5]=[C:4]([Br:9])[C:3]=1[CH2:25][C:24]1[CH:27]=[CH:28][C:21]([N+:18]([O-:20])=[O:19])=[CH:22][CH:23]=1. The catalyst class is: 305. (4) Reactant: [F:1][C:2]1[CH:3]=[C:4]([CH2:10][N:11]([CH3:19])[C:12](=[O:18])[O:13][C:14]([CH3:17])([CH3:16])[CH3:15])[CH:5]=[CH:6][C:7]=1[CH2:8][OH:9]. Product: [F:1][C:2]1[CH:3]=[C:4]([CH2:10][N:11]([CH3:19])[C:12](=[O:18])[O:13][C:14]([CH3:15])([CH3:16])[CH3:17])[CH:5]=[CH:6][C:7]=1[CH:8]=[O:9]. The catalyst class is: 177. (5) Reactant: [F:1][C:2]1[CH:3]=[CH:4][CH:5]=[C:6]2[C:10]=1[NH:9][C:8](=[O:11])[C:7]2=O.NN.O.Cl. Product: [F:1][C:2]1[CH:3]=[CH:4][CH:5]=[C:6]2[C:10]=1[NH:9][C:8](=[O:11])[CH2:7]2. The catalyst class is: 196. (6) Product: [CH3:1][C:2]1[C:6]2[CH:7]=[CH:8][C:9]([O:14][CH2:16][CH2:17][CH2:18][O:19][C:20]3[CH:21]=[C:22]4[C:26](=[CH:27][CH:28]=3)[C@H:25]([CH2:29][C:30]([O:32][CH2:33][CH3:34])=[O:31])[CH2:24][CH2:23]4)=[C:10]([CH2:11][CH2:12][CH3:13])[C:5]=2[O:4][N:3]=1. Reactant: [CH3:1][C:2]1[C:6]2[CH:7]=[CH:8][C:9]([OH:14])=[C:10]([CH2:11][CH2:12][CH3:13])[C:5]=2[O:4][N:3]=1.Br[CH2:16][CH2:17][CH2:18][O:19][C:20]1[CH:21]=[C:22]2[C:26](=[CH:27][CH:28]=1)[C@H:25]([CH2:29][C:30]([O:32][CH2:33][CH3:34])=[O:31])[CH2:24][CH2:23]2.C([O-])([O-])=O.[Cs+].[Cs+]. The catalyst class is: 3.